Dataset: Full USPTO retrosynthesis dataset with 1.9M reactions from patents (1976-2016). Task: Predict the reactants needed to synthesize the given product. (1) Given the product [C:1]1([S:7]([C:10]2[CH:11]=[CH:12][C:13]3[O:18][CH2:17][CH2:16][NH:15][C:14]=3[CH:20]=2)(=[O:9])=[O:8])[CH:2]=[CH:3][CH:4]=[CH:5][CH:6]=1, predict the reactants needed to synthesize it. The reactants are: [C:1]1([S:7]([C:10]2[CH:11]=[CH:12][C:13]3[O:18][CH2:17][C:16](=O)[NH:15][C:14]=3[CH:20]=2)(=[O:9])=[O:8])[CH:6]=[CH:5][CH:4]=[CH:3][CH:2]=1.CSC.B.Cl.C(=O)([O-])[O-].[K+].[K+]. (2) Given the product [OH:8][C:9]1[CH:14]=[C:13]([OH:15])[C:12]([CH:23]([CH3:24])[CH3:25])=[CH:11][C:10]=1[C:26]([N:28]1[CH2:33][CH2:32][CH:31]([CH2:34][CH2:35][NH:56][C@H:55]([C:54]([O:53][CH:48]2[CH2:49][CH2:50][CH2:51][CH2:52]2)=[O:60])[CH:57]([CH3:58])[CH3:59])[CH2:30][CH2:29]1)=[O:27], predict the reactants needed to synthesize it. The reactants are: C([O:8][C:9]1[CH:14]=[C:13]([O:15]CC2C=CC=CC=2)[C:12]([C:23]([CH3:25])=[CH2:24])=[CH:11][C:10]=1[C:26]([N:28]1[CH2:33][CH2:32][CH:31]([CH2:34][CH:35]=O)[CH2:30][CH2:29]1)=[O:27])C1C=CC=CC=1.S(C1C=CC(C)=CC=1)(O)(=O)=O.[CH:48]1([O:53][C:54](=[O:60])[C@H:55]([CH:57]([CH3:59])[CH3:58])[NH2:56])[CH2:52][CH2:51][CH2:50][CH2:49]1. (3) Given the product [C:34]([O:33][C:31]([N:26]([CH2:27][CH:28]1[CH2:29][CH2:30]1)[C:23]1[N:24]=[CH:25][C:20]([O:19][C:17]2[CH:16]=[C:11]([CH:10]=[C:9]([OH:8])[CH:18]=2)[C:12]([O:14][CH3:15])=[O:13])=[N:21][CH:22]=1)=[O:32])([CH3:37])([CH3:35])[CH3:36], predict the reactants needed to synthesize it. The reactants are: C([O:8][C:9]1[CH:10]=[C:11]([CH:16]=[C:17]([O:19][C:20]2[CH:25]=[N:24][C:23]([N:26]([C:31]([O:33][C:34]([CH3:37])([CH3:36])[CH3:35])=[O:32])[CH2:27][CH:28]3[CH2:30][CH2:29]3)=[CH:22][N:21]=2)[CH:18]=1)[C:12]([O:14][CH3:15])=[O:13])C1C=CC=CC=1. (4) Given the product [Cl:13][C:14]1[C:22]2[N:21]=[C:20]([CH3:23])[N:19]([C:24]3[CH:29]=[CH:28][CH:27]=[C:26]([O:30][C:9]4[CH:10]=[CH:11][C:6]([S:3]([CH2:1][CH3:2])(=[O:5])=[O:4])=[CH:7][CH:8]=4)[CH:25]=3)[C:18]=2[CH:17]=[CH:16][CH:15]=1, predict the reactants needed to synthesize it. The reactants are: [CH2:1]([S:3]([C:6]1[CH:11]=[CH:10][C:9](F)=[CH:8][CH:7]=1)(=[O:5])=[O:4])[CH3:2].[Cl:13][C:14]1[C:22]2[N:21]=[C:20]([CH3:23])[N:19]([C:24]3[CH:25]=[C:26]([OH:30])[CH:27]=[CH:28][CH:29]=3)[C:18]=2[CH:17]=[CH:16][CH:15]=1. (5) The reactants are: [OH:1][C:2]1[CH:10]=[CH:9][C:5]([C:6]([OH:8])=[O:7])=[CH:4][C:3]=1[CH3:11].[CH2:12]1N2CN3CN(C2)CN1C3.[OH2:22]. Given the product [CH:11]([C:3]1[CH:4]=[C:5]([CH:9]=[C:10]([CH3:12])[C:2]=1[OH:1])[C:6]([OH:8])=[O:7])=[O:22], predict the reactants needed to synthesize it. (6) Given the product [CH3:12][O:13][C:14]1[CH2:15][N:16]([CH3:27])[C:17]2[C:22]([CH:23]=1)=[C:21]([N+:24]([O-:26])=[O:25])[CH:20]=[CH:19][CH:18]=2, predict the reactants needed to synthesize it. The reactants are: CC1C=CC(S([O-])(=O)=O)=CC=1.[CH3:12][O:13][C:14]1[CH:15]=[N+:16]([CH3:27])[C:17]2[C:22]([CH:23]=1)=[C:21]([N+:24]([O-:26])=[O:25])[CH:20]=[CH:19][CH:18]=2.[BH4-].[Na+].O.